This data is from Catalyst prediction with 721,799 reactions and 888 catalyst types from USPTO. The task is: Predict which catalyst facilitates the given reaction. (1) Reactant: [NH2:1][C:2]1[CH:16]=[CH:15][C:5]([O:6][C:7]2[CH:14]=[CH:13][C:10]([C:11]#[N:12])=[CH:9][CH:8]=2)=[C:4]([C:17]2[C:25]3[C:20](=[C:21]([O:26][CH3:27])[N:22]=[CH:23][CH:24]=3)[N:19]([CH3:28])[CH:18]=2)[CH:3]=1.[CH3:29][S:30](Cl)(=[O:32])=[O:31].C(N(CC)CC)C.[OH-].[Na+]. The catalyst class is: 269. Product: [C:11]([C:10]1[CH:13]=[CH:14][C:7]([O:6][C:5]2[CH:15]=[CH:16][C:2]([NH:1][S:30]([CH3:29])(=[O:32])=[O:31])=[CH:3][C:4]=2[C:17]2[C:25]3[C:20](=[C:21]([O:26][CH3:27])[N:22]=[CH:23][CH:24]=3)[N:19]([CH3:28])[CH:18]=2)=[CH:8][CH:9]=1)#[N:12]. (2) Reactant: CC1C=CC(S([O:11][CH2:12][CH2:13][CH2:14][NH:15][C:16]2[C:17](=[O:33])[N:18]([C:29]([CH3:32])([CH3:31])[CH3:30])[S:19](=[O:28])(=[O:27])[C:20]=2[C:21]2[CH:26]=[CH:25][CH:24]=[CH:23][CH:22]=2)(=O)=O)=CC=1.[C:34]1([CH:41]=[CH:40][CH:39]=[C:37](O)[CH:36]=1)[OH:35].C([O-])([O-])=O.[K+].[K+]. The catalyst class is: 23. Product: [C:29]([N:18]1[C:17](=[O:33])[C:16]([NH:15][CH2:14][CH2:13][CH2:12][O:11][C:37]2[CH:39]=[CH:40][CH:41]=[C:34]([OH:35])[CH:36]=2)=[C:20]([C:21]2[CH:26]=[CH:25][CH:24]=[CH:23][CH:22]=2)[S:19]1(=[O:28])=[O:27])([CH3:31])([CH3:32])[CH3:30]. (3) Reactant: Cl.[NH:2]1[CH2:5][CH:4]([O:6][C:7]2[CH:15]=[CH:14][C:13]([C:16]([NH2:18])=[O:17])=[C:12]3[C:8]=2[CH:9]=[CH:10][NH:11]3)[CH2:3]1.[C:19](Cl)(=[O:22])[CH:20]=[CH2:21]. Product: [C:19]([N:2]1[CH2:5][CH:4]([O:6][C:7]2[CH:15]=[CH:14][C:13]([C:16]([NH2:18])=[O:17])=[C:12]3[C:8]=2[CH:9]=[CH:10][NH:11]3)[CH2:3]1)(=[O:22])[CH:20]=[CH2:21]. The catalyst class is: 2. (4) Reactant: [CH2:1]([O:8][C:9]([N:11]1[CH2:23][CH2:22][C:21]2[C:20]3[C:15](=[CH:16][CH:17]=[CH:18][CH:19]=3)[NH:14][C:13]=2[CH:12]1[CH2:24][NH:25][C@H:26]([C:33]([O:35][CH:36]1[CH2:40][CH2:39][CH2:38][CH2:37]1)=[O:34])[C:27]1[CH:32]=[CH:31][CH:30]=[CH:29][CH:28]=1)=[O:10])[C:2]1[CH:7]=[CH:6][CH:5]=[CH:4][CH:3]=1.C(=O)([O-])[O-].[K+].[K+].[C:47](O[C:47]([O:49][C:50]([CH3:53])([CH3:52])[CH3:51])=[O:48])([O:49][C:50]([CH3:53])([CH3:52])[CH3:51])=[O:48]. Product: [CH2:1]([O:8][C:9]([N:11]1[CH2:23][CH2:22][C:21]2[C:20]3[C:15](=[CH:16][CH:17]=[CH:18][CH:19]=3)[NH:14][C:13]=2[CH:12]1[CH2:24][N:25]([C:47]([O:49][C:50]([CH3:53])([CH3:52])[CH3:51])=[O:48])[C@H:26]([C:33]([O:35][CH:36]1[CH2:40][CH2:39][CH2:38][CH2:37]1)=[O:34])[C:27]1[CH:32]=[CH:31][CH:30]=[CH:29][CH:28]=1)=[O:10])[C:2]1[CH:3]=[CH:4][CH:5]=[CH:6][CH:7]=1. The catalyst class is: 76. (5) Reactant: [C:1]([O:5][C:6](=[O:17])[NH:7][CH2:8][C:9]1[C:14]([Br:15])=[CH:13][N:12]=[C:11]([NH2:16])[CH:10]=1)([CH3:4])([CH3:3])[CH3:2].[CH2:18]([O:20][C:21](=[O:26])[CH:22](Cl)[CH:23]=O)[CH3:19]. Product: [CH2:18]([O:20][C:21]([C:22]1[N:12]2[CH:13]=[C:14]([Br:15])[C:9]([CH2:8][NH:7][C:6]([O:5][C:1]([CH3:4])([CH3:2])[CH3:3])=[O:17])=[CH:10][C:11]2=[N:16][CH:23]=1)=[O:26])[CH3:19]. The catalyst class is: 225. (6) Reactant: [Cl:1][C:2]([Cl:49])([Cl:48])[CH2:3][O:4][C:5]([N:7]1[C:19]2[CH2:18][N:17]([S:20]([CH2:23][CH:24]([CH:32]3[CH2:37][CH2:36][N:35]([C:38]([O:40][CH2:41][C:42]4[CH:47]=[CH:46][CH:45]=[CH:44][CH:43]=4)=[O:39])[CH2:34][CH2:33]3)[C:25]([O:27]C(C)(C)C)=[O:26])(=[O:22])=[O:21])[CH2:16][CH2:15][C:14]=2[C:13]2[C:8]1=[CH:9][CH:10]=[CH:11][CH:12]=2)=[O:6].CO. Product: [Cl:49][C:2]([Cl:1])([Cl:48])[CH2:3][O:4][C:5]([N:7]1[C:19]2[CH2:18][N:17]([S:20]([CH2:23][CH:24]([CH:32]3[CH2:33][CH2:34][N:35]([C:38]([O:40][CH2:41][C:42]4[CH:47]=[CH:46][CH:45]=[CH:44][CH:43]=4)=[O:39])[CH2:36][CH2:37]3)[C:25]([OH:27])=[O:26])(=[O:22])=[O:21])[CH2:16][CH2:15][C:14]=2[C:13]2[C:8]1=[CH:9][CH:10]=[CH:11][CH:12]=2)=[O:6]. The catalyst class is: 4. (7) Reactant: [NH:1]1[CH:5]=[CH:4][N:3]=[C:2]1[C:6]1[CH:11]=[CH:10][C:9]([C:12]2[CH:13]=[CH:14][C:15]3[O:21][CH2:20][CH2:19][N:18](C(OC(C)(C)C)=O)[CH2:17][C:16]=3[CH:29]=2)=[CH:8][CH:7]=1.CCN(C(C)C)C(C)C.Cl[C:40]([O:42][CH2:43][CH:44]([CH3:46])[CH3:45])=[O:41].C(O)(C(F)(F)F)=O. Product: [O:21]1[C:15]2[CH:14]=[CH:13][C:12]([C:9]3[CH:10]=[CH:11][C:6]([C:2]4[N:3]([C:40]([O:42][CH2:43][CH:44]([CH3:46])[CH3:45])=[O:41])[CH:4]=[CH:5][N:1]=4)=[CH:7][CH:8]=3)=[CH:29][C:16]=2[CH2:17][NH:18][CH2:19][CH2:20]1. The catalyst class is: 4. (8) Reactant: Cl.[Cl:2][C:3]1[CH:26]=[CH:25][C:6]2[N:7]3[C:11]([CH2:12][NH:13][CH2:14][C:5]=2[CH:4]=1)=[N:10][N:9]=[C:8]3[C@H:15]1[CH2:20][CH2:19][C@H:18]([O:21][CH:22]([CH3:24])[CH3:23])[CH2:17][CH2:16]1.C(=O)([O-])[O-].[K+].[K+].Br.Br[CH2:35][C:36]1[CH:41]=[CH:40][CH:39]=[CH:38][N:37]=1. Product: [Cl:2][C:3]1[CH:26]=[CH:25][C:6]2[N:7]3[C:11](=[N:10][N:9]=[C:8]3[C@H:15]3[CH2:16][CH2:17][C@H:18]([O:21][CH:22]([CH3:24])[CH3:23])[CH2:19][CH2:20]3)[CH2:12][N:13]([CH2:35][C:36]3[CH:41]=[CH:40][CH:39]=[CH:38][N:37]=3)[CH2:14][C:5]=2[CH:4]=1. The catalyst class is: 10. (9) Reactant: [OH2:1].[OH2:2].[OH2:3].[F-].C([N+:9]([CH2:18][CH2:19][CH2:20][CH3:21])([CH2:14][CH2:15][CH2:16][CH3:17])CCCC)CCC. Product: [OH:1][CH2:17][C:16]1[CH:15]=[CH:21][CH:20]=[CH:19][C:18]=1[NH:9][CH2:14][CH:15]1[CH2:16][CH2:17][C:18](=[O:2])[NH:9][C:14]1=[O:3]. The catalyst class is: 7.